From a dataset of Full USPTO retrosynthesis dataset with 1.9M reactions from patents (1976-2016). Predict the reactants needed to synthesize the given product. (1) Given the product [Si:1]([O:8][CH:9]([CH:28]1[CH2:36][C:31]2[C:30](=[CH:35][CH:34]=[C:33]([O:37][C:38]3[CH:43]=[CH:42][CH:41]=[CH:40][CH:39]=3)[CH:32]=2)[CH2:29]1)[C:10]1[O:11][C:12]([C:45]2[CH:50]=[CH:49][CH:48]=[CH:47][N:46]=2)=[CH:13][N:14]=1)([C:4]([CH3:6])([CH3:7])[CH3:5])([CH3:2])[CH3:3], predict the reactants needed to synthesize it. The reactants are: [Si:1]([O:8][CH:9]([CH:28]1[CH2:36][C:35]2[C:30](=[CH:31][CH:32]=[C:33]([O:37][C:38]3[CH:43]=[CH:42][CH:41]=[CH:40][CH:39]=3)[CH:34]=2)[CH2:29]1)[C:10]1[O:11][C:12]([Sn](CCCC)(CCCC)CCCC)=[CH:13][N:14]=1)([C:4]([CH3:7])([CH3:6])[CH3:5])([CH3:3])[CH3:2].Br[C:45]1[CH:50]=[CH:49][CH:48]=[CH:47][N:46]=1. (2) Given the product [CH2:15]([O:22][C:23]1[CH:28]=[CH:27][C:26]([C:29]2[CH:30]=[C:31]([NH2:32])[N:2]([CH3:4])[N:3]=2)=[CH:25][CH:24]=1)[C:16]1[CH:21]=[CH:20][CH:19]=[CH:18][CH:17]=1, predict the reactants needed to synthesize it. The reactants are: Cl.[NH:2]([C:4]1C=C(C=CC=1)C(OCC)=O)[NH2:3].[CH2:15]([O:22][C:23]1[CH:28]=[CH:27][C:26]([C:29](=O)[CH2:30][C:31]#[N:32])=[CH:25][CH:24]=1)[C:16]1[CH:21]=[CH:20][CH:19]=[CH:18][CH:17]=1.CC(C)(C)C(=O)CC#N. (3) Given the product [Cl:20][C:17]1[CH:18]=[CH:19][C:14]([C:12]2[CH:11]=[C:10]([C:21]([F:24])([F:23])[F:22])[N:9]=[C:8]([C:4]3[CH:5]=[CH:6][CH:7]=[C:2]([C:27]4[CH:26]=[N:25][CH:30]=[CH:29][CH:28]=4)[CH:3]=3)[N:13]=2)=[CH:15][CH:16]=1, predict the reactants needed to synthesize it. The reactants are: Br[C:2]1[CH:3]=[C:4]([C:8]2[N:13]=[C:12]([C:14]3[CH:19]=[CH:18][C:17]([Cl:20])=[CH:16][CH:15]=3)[CH:11]=[C:10]([C:21]([F:24])([F:23])[F:22])[N:9]=2)[CH:5]=[CH:6][CH:7]=1.[N:25]1[CH:30]=[CH:29][CH:28]=[C:27](B(O)O)[CH:26]=1. (4) Given the product [C:8]([C:6]1[C:5]([O:11][CH2:12][CH3:13])=[C:4]([C@@H:14]2[CH2:18][NH:17][C:16](=[O:19])[CH2:15]2)[C:3]([F:20])=[C:2]([Cl:1])[CH:7]=1)(=[O:10])[CH3:9], predict the reactants needed to synthesize it. The reactants are: [Cl:1][C:2]1[C:3]([F:20])=[C:4]([C@@H:14]2[CH2:18][NH:17][C:16](=[O:19])[CH2:15]2)[C:5]([O:11][CH2:12][CH3:13])=[C:6]([CH:8]([OH:10])[CH3:9])[CH:7]=1.N1CCCC1=O.ClC1C(F)=C([C@@H]2CNC(=O)C2)C(OCC)=C([C@H](O)C)C=1.CC(OI1(OC(C)=O)(OC(C)=O)OC(=O)C2C=CC=CC1=2)=O.S([O-])([O-])=O.[Na+].[Na+].[OH-].[Na+]. (5) Given the product [Cl:1][C:2]1[CH:7]=[C:6]([O:8][CH3:9])[CH:5]=[CH:4][C:3]=1[C:10]1[CH:15]=[CH:14][N:13]=[C:12]([NH:34][CH:31]([CH2:30][O:29][CH3:28])[CH2:32][CH3:33])[C:11]=1[N+:24]([O-:26])=[O:25], predict the reactants needed to synthesize it. The reactants are: [Cl:1][C:2]1[CH:7]=[C:6]([O:8][CH3:9])[CH:5]=[CH:4][C:3]=1[C:10]1[CH:15]=[CH:14][N:13]=[C:12](OS(C(F)(F)F)(=O)=O)[C:11]=1[N+:24]([O-:26])=[O:25].Cl.[CH3:28][O:29][CH2:30][CH:31]([NH2:34])[CH2:32][CH3:33].